From a dataset of Catalyst prediction with 721,799 reactions and 888 catalyst types from USPTO. Predict which catalyst facilitates the given reaction. (1) The catalyst class is: 4. Product: [CH:10]1([CH2:13][CH:14]([O:20][S:22]([CH3:21])(=[O:24])=[O:23])[C:15]([O:17][CH2:18][CH3:19])=[O:16])[CH2:12][CH2:11]1. Reactant: C(N(C(C)C)C(C)C)C.[CH:10]1([CH2:13][CH:14]([OH:20])[C:15]([O:17][CH2:18][CH3:19])=[O:16])[CH2:12][CH2:11]1.[CH3:21][S:22](Cl)(=[O:24])=[O:23]. (2) Reactant: [H-].[H-].[H-].[H-].[Li+].[Al+3].[CH2:7]([O:15][CH2:16][C:17](O)=[O:18])[CH2:8][C:9]1[CH:14]=[CH:13][CH:12]=[CH:11][CH:10]=1.O.[OH-].[K+]. Product: [CH2:7]([O:15][CH2:16][CH2:17][OH:18])[CH2:8][C:9]1[CH:14]=[CH:13][CH:12]=[CH:11][CH:10]=1. The catalyst class is: 28. (3) Reactant: [N+](=[CH2:3])=[N-].[NH:4]1[C:12]2[C:7](=[CH:8][CH:9]=[C:10]([C:13]([OH:15])=[O:14])[CH:11]=2)[CH:6]=[CH:5]1. Product: [NH:4]1[C:12]2[C:7](=[CH:8][CH:9]=[C:10]([C:13]([O:15][CH3:3])=[O:14])[CH:11]=2)[CH:6]=[CH:5]1. The catalyst class is: 27. (4) Reactant: [OH:1][C@H:2]1[CH2:7][CH2:6][CH2:5][CH2:4][C@@H:3]1[NH:8][C:9]([C:11]1[C:15]2=[N:16][CH:17]=[CH:18][C:19]([CH3:20])=[C:14]2[NH:13][CH:12]=1)=[O:10].Cl[CH2:22][C:23]1[CH:28]=[CH:27][N:26]=[C:25]([O:29][CH3:30])[CH:24]=1.C(=O)([O-])[O-].[Cs+].[Cs+]. Product: [OH:1][C@H:2]1[CH2:7][CH2:6][CH2:5][CH2:4][C@@H:3]1[NH:8][C:9]([C:11]1[C:15]2=[N:16][CH:17]=[CH:18][C:19]([CH3:20])=[C:14]2[N:13]([CH2:22][C:23]2[CH:28]=[CH:27][N:26]=[C:25]([O:29][CH3:30])[CH:24]=2)[CH:12]=1)=[O:10]. The catalyst class is: 3. (5) Reactant: [I:1][C:2]1[CH:3]=[C:4]([C:8](=O)[CH2:9][N:10]2[CH2:14][CH2:13][CH2:12][CH:11]2[C:15]2[CH:20]=[CH:19][CH:18]=[C:17]([O:21][CH2:22][CH2:23][CH2:24][N:25]3[CH2:30][CH2:29][CH2:28][CH2:27][CH2:26]3)[CH:16]=2)[CH:5]=[CH:6][CH:7]=1.N. Product: [I:1][C:2]1[CH:3]=[C:4]([C@H:8]2[C:20]3[C:15](=[CH:16][C:17]([O:21][CH2:22][CH2:23][CH2:24][N:25]4[CH2:30][CH2:29][CH2:28][CH2:27][CH2:26]4)=[CH:18][CH:19]=3)[C@@H:11]3[CH2:12][CH2:13][CH2:14][N:10]3[CH2:9]2)[CH:5]=[CH:6][CH:7]=1. The catalyst class is: 100. (6) Reactant: [N:1]1([C:7]([O:9][C:10]([CH3:13])([CH3:12])[CH3:11])=[O:8])[CH2:6][CH2:5][CH2:4][CH2:3][CH2:2]1.CC(C)C[Li].[O:19]=[C:20]1[CH2:23][N:22]([C:24]([O:26][CH2:27][C:28]2[CH:33]=[CH:32][CH:31]=[CH:30][CH:29]=2)=[O:25])[CH2:21]1. Product: [OH:19][C:20]1([CH:2]2[CH2:3][CH2:4][CH2:5][CH2:6][N:1]2[C:7]([O:9][C:10]([CH3:13])([CH3:12])[CH3:11])=[O:8])[CH2:21][N:22]([C:24]([O:26][CH2:27][C:28]2[CH:33]=[CH:32][CH:31]=[CH:30][CH:29]=2)=[O:25])[CH2:23]1. The catalyst class is: 27. (7) Reactant: Cl.[F:2][C:3]([F:22])([F:21])[C:4]1[C:19]([Cl:20])=[CH:18][C:7]2[N:8]([CH:12]3[CH2:17][CH2:16][NH:15][CH2:14][CH2:13]3)[C:9](=[O:11])[NH:10][C:6]=2[CH:5]=1.[CH3:23][C:24]([CH3:28])(O)[C:25]#[N:26].[O:29]1[CH2:34]CC(=O)C[CH2:30]1.CC(N(C)C)=O. Product: [Cl:20][C:19]1[C:4]([C:3]([F:21])([F:2])[F:22])=[CH:5][C:6]2[NH:10][C:9](=[O:11])[N:8]([CH:12]3[CH2:17][CH2:16][N:15]([C:24]4([C:25]#[N:26])[CH2:28][CH2:34][O:29][CH2:30][CH2:23]4)[CH2:14][CH2:13]3)[C:7]=2[CH:18]=1. The catalyst class is: 84. (8) Reactant: [CH2:1]([NH:4][C:5]([C:7]1[NH:8][C:9]2[C:14]([C:15]=1[C:16]1[CH:21]=[CH:20][CH:19]=[CH:18][CH:17]=1)=[CH:13][C:12]([NH2:22])=[CH:11][CH:10]=2)=[O:6])[CH2:2][CH3:3].[F:23][C:24]([F:37])([F:36])[O:25][C:26]1[CH:31]=[CH:30][C:29]([S:32](Cl)(=[O:34])=[O:33])=[CH:28][CH:27]=1. Product: [CH2:1]([NH:4][C:5]([C:7]1[NH:8][C:9]2[C:14]([C:15]=1[C:16]1[CH:21]=[CH:20][CH:19]=[CH:18][CH:17]=1)=[CH:13][C:12]([NH:22][S:32]([C:29]1[CH:28]=[CH:27][C:26]([O:25][C:24]([F:23])([F:36])[F:37])=[CH:31][CH:30]=1)(=[O:34])=[O:33])=[CH:11][CH:10]=2)=[O:6])[CH2:2][CH3:3]. The catalyst class is: 195. (9) Reactant: [CH3:1][C:2]([CH3:14])=[CH:3][CH2:4][CH2:5]/[C:6](/[CH3:13])=[CH:7]/[CH:8]=[CH:9]/[C:10]([CH3:12])=[O:11]. Product: [CH3:14][CH:2]([CH2:3][CH2:4][CH2:5][CH:6]([CH2:7][CH2:8][CH2:9][C:10]([CH3:12])=[O:11])[CH3:13])[CH3:1]. The catalyst class is: 45.